The task is: Predict the reactants needed to synthesize the given product.. This data is from Full USPTO retrosynthesis dataset with 1.9M reactions from patents (1976-2016). Given the product [Cl:6][C:7]1[C:26]([C:31]2[NH:29][CH:1]=[CH:3][N:33]=2)=[CH:25][C:10]([C:11]([NH:13][C:14]2[CH:19]=[CH:18][C:17]([O:20][C:21]([F:24])([F:23])[F:22])=[CH:16][CH:15]=2)=[O:12])=[CH:9][N:8]=1, predict the reactants needed to synthesize it. The reactants are: [CH:1]([Mg]Cl)([CH3:3])C.[Cl:6][C:7]1[C:26](I)=[CH:25][C:10]([C:11]([NH:13][C:14]2[CH:19]=[CH:18][C:17]([O:20][C:21]([F:24])([F:23])[F:22])=[CH:16][CH:15]=2)=[O:12])=[CH:9][N:8]=1.C[N:29]([CH:31]=O)C.[NH4+:33].[Cl-].C(C=O)=O.O.N.